From a dataset of Retrosynthesis with 50K atom-mapped reactions and 10 reaction types from USPTO. Predict the reactants needed to synthesize the given product. Given the product CCOC(=O)c1cnc(CBr)s1, predict the reactants needed to synthesize it. The reactants are: CCOC(=O)c1cnc(C)s1.O=C1CCC(=O)N1Br.